This data is from Forward reaction prediction with 1.9M reactions from USPTO patents (1976-2016). The task is: Predict the product of the given reaction. (1) The product is: [F:8][C:4]1[CH:5]=[CH:6][CH:7]=[C:2]([F:1])[C:3]=1[CH2:9][N:10]1[CH:14]=[CH:13][C:12]([NH2:15])=[N:11]1. Given the reactants [F:1][C:2]1[CH:7]=[CH:6][CH:5]=[C:4]([F:8])[C:3]=1[CH2:9][N:10]1[CH:14]=[CH:13][C:12]([NH:15]C(=O)C)=[N:11]1.[OH-].[Na+], predict the reaction product. (2) Given the reactants [C:1]([C:3]1[CH:12]=[C:11]2[C:6]([CH2:7][CH2:8][NH:9][CH2:10]2)=[CH:5][CH:4]=1)#[N:2].C([O-])([O-])=O.[K+].[K+].Br[CH2:20][C:21]([O:23][C:24]([CH3:27])([CH3:26])[CH3:25])=[O:22], predict the reaction product. The product is: [C:1]([C:3]1[CH:12]=[C:11]2[C:6]([CH2:7][CH2:8][N:9]([CH2:20][C:21]([O:23][C:24]([CH3:27])([CH3:26])[CH3:25])=[O:22])[CH2:10]2)=[CH:5][CH:4]=1)#[N:2]. (3) Given the reactants C([Al](CC)CC)C.[Br:8][C:9]1[CH:10]=[C:11]2[C:16](=[CH:17][CH:18]=1)[CH2:15][CH:14]([NH2:19])[CH2:13][CH2:12]2.[Cl:20][C:21]1[CH:26]=[CH:25][C:24]([C:27]2[O:31][C:30]([CH2:32][CH2:33][OH:34])=[C:29]([C:35](OC)=[O:36])[CH:28]=2)=[CH:23][CH:22]=1.Cl, predict the reaction product. The product is: [Br:8][C:9]1[CH:10]=[C:11]2[C:16](=[CH:17][CH:18]=1)[CH2:15][CH:14]([NH:19][C:35]([C:29]1[CH:28]=[C:27]([C:24]3[CH:23]=[CH:22][C:21]([Cl:20])=[CH:26][CH:25]=3)[O:31][C:30]=1[CH2:32][CH2:33][OH:34])=[O:36])[CH2:13][CH2:12]2.